Dataset: Full USPTO retrosynthesis dataset with 1.9M reactions from patents (1976-2016). Task: Predict the reactants needed to synthesize the given product. (1) Given the product [N+:15]([C:13]1[N:12]=[C:11]2[N:10]([CH:14]=1)[CH2:9][C@H:8]([O:19][CH:20]1[CH2:25][CH2:24][CH2:23][CH2:22][O:21]1)[CH2:7][O:6]2)([O-:17])=[O:16], predict the reactants needed to synthesize it. The reactants are: C([Si](C)(C)[O:6][CH2:7][C@@H:8]([O:19][CH:20]1[CH2:25][CH2:24][CH2:23][CH2:22][O:21]1)[CH2:9][N:10]1[CH:14]=[C:13]([N+:15]([O-:17])=[O:16])[N:12]=[C:11]1Cl)(C)(C)C.CCCC[N+](CCCC)(CCCC)CCCC.[F-]. (2) Given the product [Si:32]([O:31][CH2:30][CH2:29][O:14][C@:10]([C@@H:15]1[CH2:20][CH2:19][CH2:18][N:17]([C:21]([O:23][C:24]([CH3:26])([CH3:25])[CH3:27])=[O:22])[CH2:16]1)([C:6]1[CH:7]=[CH:8][CH:9]=[C:4]([Cl:3])[CH:5]=1)[CH2:11][CH2:12][CH3:13])([C:35]([CH3:38])([CH3:37])[CH3:36])([CH3:34])[CH3:33], predict the reactants needed to synthesize it. The reactants are: [H-].[Na+].[Cl:3][C:4]1[CH:5]=[C:6]([C@@:10]([C@@H:15]2[CH2:20][CH2:19][CH2:18][N:17]([C:21]([O:23][C:24]([CH3:27])([CH3:26])[CH3:25])=[O:22])[CH2:16]2)([OH:14])[CH2:11][CH2:12][CH3:13])[CH:7]=[CH:8][CH:9]=1.Br[CH2:29][CH2:30][O:31][Si:32]([C:35]([CH3:38])([CH3:37])[CH3:36])([CH3:34])[CH3:33].[NH4+].[Cl-]. (3) Given the product [C:1]([NH:22][C@H:23]([C:36]([OH:38])=[O:37])[CH2:24][C:25]1[CH:30]=[CH:29][C:28]([O:31][P:32]([OH:35])([OH:34])=[O:33])=[CH:27][CH:26]=1)(=[O:21])[CH2:2][CH2:3][CH2:4]/[CH:5]=[CH:6]\[CH2:7][CH:8]=[CH:9][CH2:10][CH:11]=[CH:12][CH2:13][CH:14]=[CH:15][CH2:16][CH:17]=[CH:18][CH2:19][CH3:20], predict the reactants needed to synthesize it. The reactants are: [C:1]([NH:22][C@H:23]([C:36]([OH:38])=[O:37])[CH2:24][C:25]1[CH:30]=[CH:29][C:28]([O:31][P:32]([OH:35])([OH:34])=[O:33])=[CH:27][CH:26]=1)(=[O:21])[CH2:2][CH2:3][CH2:4]/[CH:5]=[CH:6]\[CH2:7][CH:8]=[CH:9][CH2:10][CH:11]=[CH:12][CH2:13][CH:14]=[CH:15][CH2:16][CH2:17][CH2:18][CH2:19][CH3:20].C(O)(=O)CCC/C=C\CC=CCC=CCC=CCC=CCC. (4) The reactants are: C([O:3][C:4](=[O:43])[CH2:5][CH2:6][CH2:7][CH2:8][N:9]1[CH2:15][CH2:14][CH2:13][N:12]([C:16](=[O:42])[C:17]2[CH:22]=[CH:21][CH:20]=[C:19]([C@@H:23]([N:31]3[CH2:36][C@@H:35]([CH3:37])[N:34]([CH2:38][CH:39]=[CH2:40])[CH2:33][C@@H:32]3[CH3:41])[C:24]3[CH:29]=[CH:28][CH:27]=[C:26]([OH:30])[CH:25]=3)[CH:18]=2)[CH2:11][CH2:10]1)C.[OH-].[Na+].Cl. Given the product [CH2:38]([N:34]1[C@H:35]([CH3:37])[CH2:36][N:31]([C@@H:23]([C:24]2[CH:29]=[CH:28][CH:27]=[C:26]([OH:30])[CH:25]=2)[C:19]2[CH:18]=[C:17]([CH:22]=[CH:21][CH:20]=2)[C:16]([N:12]2[CH2:13][CH2:14][CH2:15][N:9]([CH2:8][CH2:7][CH2:6][CH2:5][C:4]([OH:43])=[O:3])[CH2:10][CH2:11]2)=[O:42])[C@@H:32]([CH3:41])[CH2:33]1)[CH:39]=[CH2:40], predict the reactants needed to synthesize it. (5) Given the product [CH3:47][N:48]([CH3:49])[CH:2]([CH2:39][CH3:40])[C:3]([C:5]1[CH:10]=[CH:9][C:8]([S:11][CH2:12][CH2:13][C:14]([F:38])([F:37])[C:15]([F:36])([F:35])[C:16]([F:34])([F:33])[C:17]([F:32])([F:31])[C:18]([F:30])([F:29])[C:19]([F:28])([F:27])[C:20]([F:26])([F:25])[C:21]([F:24])([F:23])[F:22])=[CH:7][CH:6]=1)=[O:4], predict the reactants needed to synthesize it. The reactants are: Br[CH:2]([CH2:39][CH3:40])[C:3]([C:5]1[CH:10]=[CH:9][C:8]([S:11][CH2:12][CH2:13][C:14]([F:38])([F:37])[C:15]([F:36])([F:35])[C:16]([F:34])([F:33])[C:17]([F:32])([F:31])[C:18]([F:30])([F:29])[C:19]([F:28])([F:27])[C:20]([F:26])([F:25])[C:21]([F:24])([F:23])[F:22])=[CH:7][CH:6]=1)=[O:4].C([O-])([O-])=O.[K+].[K+].[CH3:47][NH:48][CH3:49].O. (6) Given the product [CH:25]1([N:28]2[CH2:33][CH2:32][N:31]([C:2]3[CH:11]=[N:10][C:9]4[N:8]([CH2:12][C:13]5[CH:18]=[CH:17][C:16]([O:19][CH3:20])=[CH:15][CH:14]=5)[C:7](=[O:21])[N:6]5[N:22]=[CH:23][N:24]=[C:5]5[C:4]=4[CH:3]=3)[CH2:30][CH2:29]2)[CH2:27][CH2:26]1, predict the reactants needed to synthesize it. The reactants are: Br[C:2]1[CH:11]=[N:10][C:9]2[N:8]([CH2:12][C:13]3[CH:18]=[CH:17][C:16]([O:19][CH3:20])=[CH:15][CH:14]=3)[C:7](=[O:21])[N:6]3[N:22]=[CH:23][N:24]=[C:5]3[C:4]=2[CH:3]=1.[CH:25]1([N:28]2[CH2:33][CH2:32][NH:31][CH2:30][CH2:29]2)[CH2:27][CH2:26]1.C1(P(C2C=CC=CC=2)C2C=CC3C(=CC=CC=3)C=2C2C3C(=CC=CC=3)C=CC=2P(C2C=CC=CC=2)C2C=CC=CC=2)C=CC=CC=1.C(=O)([O-])[O-].[Cs+].[Cs+].